This data is from Reaction yield outcomes from USPTO patents with 853,638 reactions. The task is: Predict the reaction yield, written as a fraction of the theoretical maximum amount of product (1.0 means a 100% yield; for example, 0.34 means a 34% yield). (1) The reactants are [CH2:1]([N:3]1[CH2:8][CH2:7][CH:6]([O:9][C:10]2[C:15]3[C:16]4[CH:22]=[C:21]([C:23]([CH3:25])=[CH2:24])[CH:20]=[N:19][C:17]=4[NH:18][C:14]=3[CH:13]=[N:12][C:11]=2[C:26]#[N:27])[CH2:5][CH2:4]1)[CH3:2]. The catalyst is [Pd].C(N(CC)CC)C. The product is [CH2:1]([N:3]1[CH2:4][CH2:5][CH:6]([O:9][C:10]2[C:15]3[C:16]4[CH:22]=[C:21]([CH:23]([CH3:24])[CH3:25])[CH:20]=[N:19][C:17]=4[NH:18][C:14]=3[CH:13]=[N:12][C:11]=2[C:26]#[N:27])[CH2:7][CH2:8]1)[CH3:2]. The yield is 0.270. (2) The reactants are [Br:1][C:2]1(O)[CH:7]=[CH:6][CH:5]=[CH:4][NH:3]1.[H-].[Na+].CC1C=CC(S([O:21][CH2:22][C@@H:23]2[CH2:27][CH2:26][CH2:25][N:24]2[S:28]([C:31]2[CH:39]=[CH:38][C:37]3[N:36]4[CH2:40][C:41]([CH3:45])([CH3:44])[CH2:42][N:43]=[C:35]4[C:34]4(OCCC[O:46]4)[C:33]=3[CH:32]=2)(=[O:30])=[O:29])(=O)=O)=CC=1.CN(C=O)C. The catalyst is C1COCC1. The product is [Br:1][C:2]1[C:7]([O:21][CH2:22][C@@H:23]2[CH2:27][CH2:26][CH2:25][N:24]2[S:28]([C:31]2[CH:39]=[CH:38][C:37]3[N:36]4[CH2:40][C:41]([CH3:44])([CH3:45])[CH2:42][N:43]=[C:35]4[C:34](=[O:46])[C:33]=3[CH:32]=2)(=[O:29])=[O:30])=[CH:6][CH:5]=[CH:4][N:3]=1. The yield is 0.560. (3) The reactants are C(Cl)(=O)C(Cl)=O.CS(C)=O.[OH:11][CH:12]1[CH2:15][N:14]([C:16]2[CH:27]=[CH:26][C:19]([C:20]([NH:22][CH:23]([CH3:25])[CH3:24])=[O:21])=[CH:18][CH:17]=2)[CH2:13]1.C(N(CC)CC)C. No catalyst specified. The product is [CH:23]([NH:22][C:20](=[O:21])[C:19]1[CH:18]=[CH:17][C:16]([N:14]2[CH2:13][C:12](=[O:11])[CH2:15]2)=[CH:27][CH:26]=1)([CH3:25])[CH3:24]. The yield is 0.770. (4) The reactants are C1(C2[N:13]=[C:12](N3CCN(C4C=CC=CC=4OC)CC3)[C:11]3[C:6](=[CH:7][C:8]([O:30][CH3:31])=[C:9](OC)[CH:10]=3)N=2)CC1.[CH:32]1([C:36]#[N:37])[CH2:35][CH2:34][CH2:33]1.Cl.[O:39]1CCOCC1. No catalyst specified. The product is [CH:32]1([C:36]2[N:13]=[C:12]([OH:39])[C:11]3[C:6](=[CH:7][C:8]([O:30][CH3:31])=[CH:9][CH:10]=3)[N:37]=2)[CH2:35][CH2:34][CH2:33]1. The yield is 0.980.